From a dataset of Reaction yield outcomes from USPTO patents with 853,638 reactions. Predict the reaction yield, written as a fraction of the theoretical maximum amount of product (1.0 means a 100% yield; for example, 0.34 means a 34% yield). The reactants are [CH2:1]([O:5][C:6]1[CH:10]=[C:9]([C:11](OC)=[O:12])[N:8]([CH2:15][C:16]2[CH:21]=[CH:20][C:19]([Cl:22])=[CH:18][C:17]=2[Cl:23])[N:7]=1)[CH2:2][CH2:3][CH3:4].[H-].C([Al+]CC(C)C)C(C)C.[Cl-].[NH4+]. The catalyst is O1CCCC1.C1(C)C=CC=CC=1. The product is [CH2:1]([O:5][C:6]1[CH:10]=[C:9]([CH2:11][OH:12])[N:8]([CH2:15][C:16]2[CH:21]=[CH:20][C:19]([Cl:22])=[CH:18][C:17]=2[Cl:23])[N:7]=1)[CH2:2][CH2:3][CH3:4]. The yield is 0.640.